From a dataset of Forward reaction prediction with 1.9M reactions from USPTO patents (1976-2016). Predict the product of the given reaction. Given the reactants Cl[C:2]1[N:7]=[C:6]([Cl:8])[N:5]=[CH:4][N:3]=1.[CH3:9][C:10]1[S:11][C:12]([NH2:15])=[CH:13][N:14]=1.C(N(CC)C(C)C)(C)C, predict the reaction product. The product is: [Cl:8][C:6]1[N:5]=[CH:4][N:3]=[C:2]([NH:15][C:12]2[S:11][C:10]([CH3:9])=[N:14][CH:13]=2)[N:7]=1.